From a dataset of Reaction yield outcomes from USPTO patents with 853,638 reactions. Predict the reaction yield, written as a fraction of the theoretical maximum amount of product (1.0 means a 100% yield; for example, 0.34 means a 34% yield). (1) The reactants are [Br-].[CH2:2]1[CH2:19][N:18]2[C:5]3[C:6]([CH2:15][CH2:16][CH2:17]2)=[C:7]2[O:14][C:12](=[O:13])[CH:11]=[CH:10][C:8]2=[CH:9][C:4]=3[CH2:3]1.[C:20]([C:23]1[CH:28]=[CH:27][C:26](B(O)O)=[CH:25][CH:24]=1)(=[O:22])[CH3:21]. No catalyst specified. The product is [C:20]([C:23]1[CH:28]=[CH:27][C:26]([C:11]2[C:12](=[O:13])[O:14][C:7]3[C:8]([CH:10]=2)=[CH:9][C:4]2[CH2:3][CH2:2][CH2:19][N:18]4[CH2:17][CH2:16][CH2:15][C:6]=3[C:5]=24)=[CH:25][CH:24]=1)(=[O:22])[CH3:21]. The yield is 0.720. (2) The reactants are [C:1]([NH:24][C:25]1[CH:26]=[CH:27][C:28]([OH:35])=[C:29]([CH:34]=1)[C:30]([O:32]C)=[O:31])(=[O:23])[CH2:2][CH2:3][CH:4]=[CH:5][CH2:6][CH:7]=[CH:8][CH2:9][CH:10]=[CH:11][CH2:12][CH:13]=[CH:14][CH2:15][CH:16]=[CH:17][CH2:18][CH:19]=[CH:20][CH2:21][CH3:22].Cl. The catalyst is [OH-].[Na+].CO. The product is [C:1]([NH:24][C:25]1[CH:26]=[CH:27][C:28]([OH:35])=[C:29]([CH:34]=1)[C:30]([OH:32])=[O:31])(=[O:23])[CH2:2][CH2:3][CH:4]=[CH:5][CH2:6][CH:7]=[CH:8][CH2:9][CH:10]=[CH:11][CH2:12][CH:13]=[CH:14][CH2:15][CH:16]=[CH:17][CH2:18][CH:19]=[CH:20][CH2:21][CH3:22]. The yield is 0.900. (3) The reactants are [H-].[Na+].CN(C=O)C.[F:8][C:9]1[CH:16]=[CH:15][C:12]([CH:13]=[O:14])=[CH:11][C:10]=1[OH:17].I[CH2:19][CH3:20]. The catalyst is C(OCC)(=O)C.O. The product is [CH2:19]([O:17][C:10]1[CH:11]=[C:12]([CH:15]=[CH:16][C:9]=1[F:8])[CH:13]=[O:14])[CH3:20]. The yield is 0.700. (4) The catalyst is C1COCC1.CN(C=O)C. The reactants are [F:1][C:2]1[CH:7]=[CH:6][CH:5]=[C:4]([F:8])[C:3]=1[N:9]1[C:14]2[N:15]=[C:16](S(C)=O)[N:17]=[C:18]([C:19]3[CH:20]=[C:21]([CH:32]=[CH:33][C:34]=3[CH3:35])[C:22]([NH:24][C:25]3[CH:30]=[CH:29][C:28]([F:31])=[CH:27][CH:26]=3)=[O:23])[C:13]=2[CH2:12][NH:11][C:10]1=[O:39].[CH3:40][N:41]([CH3:46])[CH2:42][CH2:43][NH:44][CH3:45]. The yield is 0.260. The product is [F:1][C:2]1[CH:7]=[CH:6][CH:5]=[C:4]([F:8])[C:3]=1[N:9]1[C:14]2[N:15]=[C:16]([N:44]([CH2:43][CH2:42][N:41]([CH3:46])[CH3:40])[CH3:45])[N:17]=[C:18]([C:19]3[CH:20]=[C:21]([CH:32]=[CH:33][C:34]=3[CH3:35])[C:22]([NH:24][C:25]3[CH:30]=[CH:29][C:28]([F:31])=[CH:27][CH:26]=3)=[O:23])[C:13]=2[CH2:12][NH:11][C:10]1=[O:39].